Dataset: Reaction yield outcomes from USPTO patents with 853,638 reactions. Task: Predict the reaction yield, written as a fraction of the theoretical maximum amount of product (1.0 means a 100% yield; for example, 0.34 means a 34% yield). (1) The reactants are C[O:2][C:3]([C:5]1[S:6][C:7]([C:29]#[C:30][C:31]([CH3:34])([CH3:33])[CH3:32])=[CH:8][C:9]=1[N:10]1[C@H:15]([CH:16]2[CH2:21][CH2:20][CH2:19][CH2:18][CH2:17]2)[CH2:14][O:13][C@@:12]([CH2:23][CH:24]([OH:27])[CH2:25][OH:26])([CH3:22])[C:11]1=[O:28])=[O:4].CO.O.O[Li].O. The catalyst is C1COCC1. The product is [CH:16]1([C@H:15]2[N:10]([C:9]3[CH:8]=[C:7]([C:29]#[C:30][C:31]([CH3:34])([CH3:33])[CH3:32])[S:6][C:5]=3[C:3]([OH:4])=[O:2])[C:11](=[O:28])[C@:12]([CH2:23][CH:24]([OH:27])[CH2:25][OH:26])([CH3:22])[O:13][CH2:14]2)[CH2:17][CH2:18][CH2:19][CH2:20][CH2:21]1. The yield is 0.377. (2) The reactants are [CH3:1][O:2][C:3](=[O:16])[C:4]1[CH:9]=[CH:8][C:7]([NH:10][CH2:11][CH2:12][C:13]#[N:14])=[C:6]([NH2:15])[CH:5]=1.[CH:17](O)=O. No catalyst specified. The product is [CH3:1][O:2][C:3]([C:4]1[CH:9]=[CH:8][C:7]2[N:10]([CH2:11][CH2:12][C:13]#[N:14])[CH:17]=[N:15][C:6]=2[CH:5]=1)=[O:16]. The yield is 0.950. (3) The reactants are [OH:1][C:2]1[C:3](=[O:14])[CH:4]=[C:5]([C:8]2[CH:13]=[CH:12][CH:11]=[CH:10][CH:9]=2)[O:6][CH:7]=1.I[CH3:16]. The catalyst is CC(C)=O. The product is [CH3:16][O:1][C:2]1[C:3](=[O:14])[CH:4]=[C:5]([C:8]2[CH:13]=[CH:12][CH:11]=[CH:10][CH:9]=2)[O:6][CH:7]=1. The yield is 0.930. (4) The reactants are C([O:8][C:9]1[CH:10]=[CH:11][C:12]2[C:13]3[N:14]([CH2:30][CH2:31][N:32]=3)[C:15]([NH:21][C:22](=[O:29])[C:23]3[CH:28]=[CH:27][CH:26]=[N:25][CH:24]=3)=[N:16][C:17]=2[C:18]=1[O:19][CH3:20])C1C=CC=CC=1.C(O)(C(F)(F)F)=O. The catalyst is CO. The product is [OH:8][C:9]1[CH:10]=[CH:11][C:12]2[C:13]3[N:14]([CH2:30][CH2:31][N:32]=3)[C:15]([NH:21][C:22](=[O:29])[C:23]3[CH:28]=[CH:27][CH:26]=[N:25][CH:24]=3)=[N:16][C:17]=2[C:18]=1[O:19][CH3:20]. The yield is 0.660. (5) The reactants are [NH2:1][C:2]1[CH:21]=[CH:20][C:5]([CH2:6][NH:7][C:8]2[CH:13]=[CH:12][C:11]([N+:14]([O-:16])=[O:15])=[CH:10][C:9]=2[N+:17]([O-])=[O:18])=[CH:4][CH:3]=1.C[O-].[Na+].C(O)(=O)CC(CC(O)=O)(C(O)=O)O. The catalyst is CCO.CN(C=O)C.O. The product is [N+:14]([C:11]1[CH:12]=[CH:13][C:8]2[N:7]=[C:6]([C:5]3[CH:20]=[CH:21][C:2]([NH2:1])=[CH:3][CH:4]=3)[N:17]([OH:18])[C:9]=2[CH:10]=1)([O-:16])=[O:15]. The yield is 0.900.